This data is from Forward reaction prediction with 1.9M reactions from USPTO patents (1976-2016). The task is: Predict the product of the given reaction. Given the reactants [CH3:1][C:2]([S:5]([NH2:7])=[O:6])([CH3:4])[CH3:3].[CH:8]1([CH:14]=O)[CH2:13][CH2:12][CH2:11][CH2:10][CH2:9]1.S([O-])([O-])(=O)=O.[Mg+2], predict the reaction product. The product is: [CH:8]1([CH:14]=[N:7][S:5]([C:2]([CH3:4])([CH3:3])[CH3:1])=[O:6])[CH2:13][CH2:12][CH2:11][CH2:10][CH2:9]1.